This data is from Forward reaction prediction with 1.9M reactions from USPTO patents (1976-2016). The task is: Predict the product of the given reaction. (1) Given the reactants Cl.[CH:2]1([C:5]2[CH:6]=[C:7]([CH:13]=[C:14]([O:22]COC)[C:15]=2[N:16]2[CH2:21][CH2:20][CH2:19][CH2:18][CH2:17]2)[C:8]([O:10][CH2:11][CH3:12])=[O:9])[CH2:4][CH2:3]1, predict the reaction product. The product is: [CH:2]1([C:5]2[CH:6]=[C:7]([CH:13]=[C:14]([OH:22])[C:15]=2[N:16]2[CH2:17][CH2:18][CH2:19][CH2:20][CH2:21]2)[C:8]([O:10][CH2:11][CH3:12])=[O:9])[CH2:4][CH2:3]1. (2) Given the reactants Cl[C:2]1([C:13]2[CH:18]=[CH:17][CH:16]=[CH:15][C:14]=2[O:19][CH3:20])[C:10]2[C:5](=[CH:6][CH:7]=[C:8]([Cl:11])[CH:9]=2)[NH:4][C:3]1=[O:12].FC(F)(F)C(O)=O.[NH2:28][C@@H:29]([CH2:35][C:36]1[N:37]=[CH:38][NH:39][CH:40]=1)[C:30]([N:32]([CH3:34])[CH3:33])=[O:31], predict the reaction product. The product is: [Cl:11][C:8]1[CH:9]=[C:10]2[C:5](=[CH:6][CH:7]=1)[NH:4][C:3](=[O:12])[C:2]2([NH:28][C@@H:29]([CH2:35][C:36]1[N:37]=[CH:38][NH:39][CH:40]=1)[C:30]([N:32]([CH3:33])[CH3:34])=[O:31])[C:13]1[CH:18]=[CH:17][CH:16]=[CH:15][C:14]=1[O:19][CH3:20]. (3) Given the reactants [Cl:1][C:2]1[C:3]([C:35]([F:38])([F:37])[F:36])=[CH:4][C:5]2[N:9]=[C:8]([CH2:10][CH3:11])[N:7]([C:12]3[CH:33]=[CH:32][C:15]([CH2:16][CH2:17][N:18]([S:22]([C:25]4[CH:30]=[CH:29][C:28]([CH3:31])=[CH:27][CH:26]=4)(=[O:24])=[O:23])[C:19](=[O:21])[O-:20])=[CH:14][CH:13]=3)[C:6]=2[CH:34]=1.[C:39]1([CH3:49])[CH:44]=[CH:43][C:42]([S:45]([OH:48])(=[O:47])=[O:46])=[CH:41][CH:40]=1, predict the reaction product. The product is: [C:39]1([CH3:49])[CH:40]=[CH:41][C:42]([S:45]([OH:48])(=[O:46])=[O:47])=[CH:43][CH:44]=1.[Cl:1][C:2]1[C:3]([C:35]([F:38])([F:37])[F:36])=[CH:4][C:5]2[N:9]=[C:8]([CH2:10][CH3:11])[N:7]([C:12]3[CH:33]=[CH:32][C:15]([CH2:16][CH2:17][N:18]([S:22]([C:25]4[CH:30]=[CH:29][C:28]([CH3:31])=[CH:27][CH:26]=4)(=[O:23])=[O:24])[C:19](=[O:20])[OH:21])=[CH:14][CH:13]=3)[C:6]=2[CH:34]=1. (4) Given the reactants [C:1]([C:3]1[CH:4]=[C:5]([NH:9][C:10](=[O:14])[CH2:11][CH2:12][CH3:13])[CH:6]=[CH:7][CH:8]=1)#[N:2].[H][H], predict the reaction product. The product is: [NH2:2][CH2:1][C:3]1[CH:4]=[C:5]([NH:9][C:10](=[O:14])[CH2:11][CH2:12][CH3:13])[CH:6]=[CH:7][CH:8]=1. (5) The product is: [Cl:18][C:13]1[CH:14]=[N:15][CH:16]=[CH:17][C:12]=1[CH2:11][NH:10][C:7]1[N:6]=[CH:5][C:4]([CH2:3][OH:2])=[CH:9][CH:8]=1. Given the reactants C[O:2][C:3](=O)[C:4]1[CH:9]=[CH:8][C:7]([NH:10][CH2:11][C:12]2[CH:17]=[CH:16][N:15]=[CH:14][C:13]=2[Cl:18])=[N:6][CH:5]=1.[AlH4-].[Li+].O.O.O.O.O.O.O.O.O.O.S([O-])([O-])(=O)=O.[Na+].[Na+], predict the reaction product. (6) Given the reactants Br[C:2]1[CH:3]=[CH:4][C:5]([F:17])=[C:6]([NH:9][C:10]([C:12]2[S:13][CH:14]=[CH:15][CH:16]=2)=[O:11])[C:7]=1[F:8].[Cl:18][C:19]1[C:20](B2OC(C)(C)C(C)(C)O2)=[CH:21][C:22]2[S:26][CH:25]=[N:24][C:23]=2[CH:27]=1.C(=O)([O-])[O-].[Na+].[Na+].CC(=O)OCC.[Cl-].[Na+].O, predict the reaction product. The product is: [F:17][C:5]1[CH:4]=[CH:3][CH:2]=[C:7]([F:8])[C:6]=1[NH:9][C:10]([C:12]1[S:13][C:14]([C:20]2[C:19]([Cl:18])=[CH:27][C:23]3[N:24]=[CH:25][S:26][C:22]=3[CH:21]=2)=[CH:15][CH:16]=1)=[O:11]. (7) Given the reactants [OH:1][C:2]1[CH:11]=[C:10](O)[CH:9]=[CH:8][C:3]=1[C:4]([O:6][CH3:7])=[O:5].[C:13]([O-:16])([O-])=O.[K+].[K+].[CH2:19](Br)[CH:20]=C.Cl, predict the reaction product. The product is: [CH3:7][O:6][C:4](=[O:5])[C:3]1[CH:8]=[C:9]([O:16][CH2:13][CH:19]=[CH2:20])[CH:10]=[CH:11][C:2]=1[OH:1]. (8) Given the reactants CN(C=O)C.O=S(Cl)Cl.[Br:10][C:11]1[C:12]([Cl:20])=[N:13][CH:14]=[C:15]([CH:19]=1)[C:16]([OH:18])=O.CCN(C(C)C)C(C)C.[Cl:30][C:31]([F:41])([F:40])[O:32][C:33]1[CH:39]=[CH:38][C:36]([NH2:37])=[CH:35][CH:34]=1, predict the reaction product. The product is: [Br:10][C:11]1[C:12]([Cl:20])=[N:13][CH:14]=[C:15]([CH:19]=1)[C:16]([NH:37][C:36]1[CH:38]=[CH:39][C:33]([O:32][C:31]([Cl:30])([F:40])[F:41])=[CH:34][CH:35]=1)=[O:18]. (9) Given the reactants [CH3:1][C:2]1[O:6][C:5]([N:7]2[CH2:12][CH2:11][C:10](=O)[CH2:9][CH2:8]2)=[N:4][N:3]=1.Cl.[CH2:15]([O:22][NH2:23])[C:16]1[CH:21]=[CH:20][CH:19]=[CH:18][CH:17]=1.C([O-])(=O)C.[NH4+], predict the reaction product. The product is: [CH2:15]([O:22][N:23]=[C:10]1[CH2:11][CH2:12][N:7]([C:5]2[O:6][C:2]([CH3:1])=[N:3][N:4]=2)[CH2:8][CH2:9]1)[C:16]1[CH:21]=[CH:20][CH:19]=[CH:18][CH:17]=1. (10) Given the reactants [Br:1][CH2:2][CH2:3][CH2:4][N:5]1[CH2:9][CH2:8][N:7]([CH2:10][CH2:11][CH2:12][OH:13])[C:6]1=[C:14]([C:17]#[N:18])[C:15]#[N:16].C(N(CC)CC)C.[CH3:26][S:27](Cl)(=[O:29])=[O:28], predict the reaction product. The product is: [Br:1][CH2:2][CH2:3][CH2:4][N:5]1[CH2:9][CH2:8][N:7]([CH2:10][CH2:11][CH2:12][O:13][S:27]([CH3:26])(=[O:29])=[O:28])[C:6]1=[C:14]([C:17]#[N:18])[C:15]#[N:16].